From a dataset of Drug-target binding data from BindingDB using IC50 measurements. Regression. Given a target protein amino acid sequence and a drug SMILES string, predict the binding affinity score between them. We predict pIC50 (pIC50 = -log10(IC50 in M); higher means more potent). Dataset: bindingdb_ic50. (1) The target protein sequence is FVFLFSVVIGSIYLFLRKRQPDGPLGPLYASSNPEYLSASDVFPCSVYVPDEWEVSREKITLLRELGQGSFGMVYEGNARDIIKGEAETRVAVKTVNESASLRERIEFLNEASVMKGFTCHHVVRLLGVVSKGQPTLVVMELMAHGDLKSYLRSLRPEAENNPGRPPPTLQEMIQMAAEIADGMAYLNAKKFVHRDLAARNCMVAHDFTVKIGDFGMTRDIYETDYYRKGGKGLLPVRWMAPESLKDGVFTTSSDMWSFGVVLWEITSLAEQPYQGLSNEQVLKFVMDGGYLDQPDNCPERVTDLMRMCWQFNPKMRPTFLEIVNLLKDDLHPSFPEVSFFHSEENKAPESEELEMEFEDMENVPLDRSSHCQREEAGGRDGGSSLGFKRSYEEHIPYTHMNGGKKN. The pIC50 is 9.5. The compound is CCS(=O)(=O)CCn1ccc(Nc2ncc3c(n2)-c2c(nn(C)c2Cc2cccc(-c4cnn(C)c4)c2)CC3)n1. (2) The compound is Nc1c(S(=O)(=O)[O-])cc(Nc2ccc(F)cc2C(=O)O)c2c1C(=O)c1ccccc1C2=O. The target protein (Q63371) has sequence MERDNGTIQAPGLPPTTCVYREDFKRLLLPPVYSVVLVVGLPLNVCVIAQICASRRTLTRSAVYTLNLALADLLYACSLPLLIYNYARGDHWPFGDLACRLVRFLFYANLHGSILFLTCISFQRYLGICHPLAPWHKRGGRRAAWVVCGVVWLVVTAQCLPTAVFAATGIQRNRTVCYDLSPPILSTRYLPYGMALTVIGFLLPFTALLACYCRMARRLCRQDGPAGPVAQERRSKAARMAVVVAAVFVISFLPFHITKTAYLAVRSTPGVSCPVLETFAAAYKGTRPFASANSVLDPILFYFTQQKFRRQPHDLLQKLTAKWQRQRV. The pIC50 is 5.0.